Dataset: Buchwald-Hartwig C-N cross coupling reaction yields with 55,370 reactions. Task: Predict the reaction yield, written as a fraction of the theoretical maximum amount of product (1.0 means a 100% yield; for example, 0.34 means a 34% yield). The reactants are CCc1ccc(Cl)cc1.Cc1ccc(N)cc1.O=S(=O)(O[Pd]1c2ccccc2-c2ccccc2N~1)C(F)(F)F.COc1ccc(OC)c(P(C(C)(C)C)C(C)(C)C)c1-c1c(C(C)C)cc(C(C)C)cc1C(C)C.CN(C)C(=NC(C)(C)C)N(C)C.c1ccc(-c2ccno2)cc1. No catalyst specified. The product is CCc1ccc(Nc2ccc(C)cc2)cc1. The yield is 0.